Dataset: Full USPTO retrosynthesis dataset with 1.9M reactions from patents (1976-2016). Task: Predict the reactants needed to synthesize the given product. (1) Given the product [CH3:13][O:12][C:10](=[O:11])[CH2:9][C:6]1[CH:5]=[CH:4][C:3]([NH:2][CH2:1][C:23](=[O:26])[CH:24]=[CH2:25])=[CH:8][CH:7]=1, predict the reactants needed to synthesize it. The reactants are: [CH3:1][NH:2][C:3]1[CH:8]=[CH:7][C:6]([CH2:9][C:10]([O:12][CH3:13])=[O:11])=[CH:5][CH:4]=1.C(N(CC)C(C)C)(C)C.[C:23](Cl)(=[O:26])[CH:24]=[CH2:25].C(=O)(O)[O-].[Na+]. (2) Given the product [Cl:18][C:19]1[C:20]([C:2]2[CH:3]=[CH:4][CH:5]=[C:6]([NH:8][CH2:9][C:10]3([C:16]#[N:17])[CH2:15][CH2:14][O:13][CH2:12][CH2:11]3)[N:7]=2)=[CH:21][C:22]([F:25])=[N:23][CH:24]=1, predict the reactants needed to synthesize it. The reactants are: Br[C:2]1[N:7]=[C:6]([NH:8][CH2:9][C:10]2([C:16]#[N:17])[CH2:15][CH2:14][O:13][CH2:12][CH2:11]2)[CH:5]=[CH:4][CH:3]=1.[Cl:18][C:19]1[C:20](B(O)O)=[CH:21][C:22]([F:25])=[N:23][CH:24]=1.C(Cl)Cl. (3) Given the product [OH:18][CH:13]([C:14]([O:16][CH3:17])=[O:15])[C:10]1[CH:11]=[CH:12][C:7]([C:6]([OH:19])=[O:5])=[CH:8][CH:9]=1, predict the reactants needed to synthesize it. The reactants are: C([O:5][C:6](=[O:19])[C:7]1[CH:12]=[CH:11][C:10]([CH:13]([OH:18])[C:14]([O:16][CH3:17])=[O:15])=[CH:9][CH:8]=1)(C)(C)C.FC(F)(F)C(O)=O. (4) Given the product [CH3:1][O:2][C:3](=[O:18])[CH:4]([C:11]1[CH:16]=[CH:15][C:14]([C:24]#[C:23][Si:20]([CH3:22])([CH3:21])[CH3:19])=[CH:13][CH:12]=1)[CH2:5][CH:6]1[CH2:10][CH2:9][CH2:8][CH2:7]1, predict the reactants needed to synthesize it. The reactants are: [CH3:1][O:2][C:3](=[O:18])[CH:4]([C:11]1[CH:16]=[CH:15][C:14](I)=[CH:13][CH:12]=1)[CH2:5][CH:6]1[CH2:10][CH2:9][CH2:8][CH2:7]1.[CH3:19][Si:20]([C:23]#[CH:24])([CH3:22])[CH3:21]. (5) Given the product [CH3:1][N:2]([CH3:16])[CH2:3][CH2:4][C:5]1[C:13]2[C:8](=[CH:9][CH:10]=[C:11]([CH:14]=[CH2:17])[CH:12]=2)[NH:7][CH:6]=1, predict the reactants needed to synthesize it. The reactants are: [CH3:1][N:2]([CH3:16])[CH2:3][CH2:4][C:5]1[C:13]2[C:8](=[CH:9][CH:10]=[C:11]([CH:14]=O)[CH:12]=2)[NH:7][CH:6]=1.[CH3:17]C(C)([O-])C.[K+]. (6) Given the product [C:2]([CH2:10][C:9]1[CH:8]=[C:7]([CH:6]=[CH:5][C:4]=1[NH:3][C:21]1[C:22]2[CH2:35][CH2:34][CH2:33][C:23]=2[N:24]=[C:25]([C:27]2[S:28][C:29]([Cl:32])=[CH:30][CH:31]=2)[N:26]=1)[C:11]([OH:13])=[O:12])([OH:1])=[O:83], predict the reactants needed to synthesize it. The reactants are: [O:1]=[C:2]1[CH2:10][C:9]2[C:4](=[CH:5][CH:6]=[C:7]([C:11]([O:13]C)=[O:12])[CH:8]=2)[NH:3]1.[OH-].[Na+].C(=O)=O.Cl[C:21]1[C:22]2[CH2:35][CH2:34][CH2:33][C:23]=2[N:24]=[C:25]([C:27]2[S:28][C:29]([Cl:32])=[CH:30][CH:31]=2)[N:26]=1.C1C=CC(P(C2C(C3C(P(C4C=CC=CC=4)C4C=CC=CC=4)=CC=C4C=3C=CC=C4)=C3C(C=CC=C3)=CC=2)C2C=CC=CC=2)=CC=1.C(=O)([O-])[O-:83].[Cs+].[Cs+].